This data is from Full USPTO retrosynthesis dataset with 1.9M reactions from patents (1976-2016). The task is: Predict the reactants needed to synthesize the given product. (1) Given the product [Br:1][C:2]1[CH:3]=[C:4]2[C:10]([CH:11]([CH3:13])[CH3:12])=[CH:9][NH:8][C:5]2=[N:6][CH:7]=1, predict the reactants needed to synthesize it. The reactants are: [Br:1][C:2]1[CH:3]=[C:4]2[C:10]([CH:11]([CH3:13])[CH3:12])=[CH:9][N:8](S(C3C=CC(C)=CC=3)(=O)=O)[C:5]2=[N:6][CH:7]=1.[OH-].[Na+]. (2) The reactants are: [CH2:1]([N:8]1[CH2:20][C@H:19]2[C@:10](C(OCC)=O)([C:11](=[O:23])[N:12]3[CH2:22][CH2:21][C:14]4[CH:15]=[CH:16][CH:17]=[C:18]2[C:13]3=4)[CH2:9]1)[C:2]1[CH:7]=[CH:6][CH:5]=[CH:4][CH:3]=1.Cl. Given the product [CH2:1]([N:8]1[CH2:20][C@H:19]2[C@H:10]([C:11](=[O:23])[N:12]3[CH2:22][CH2:21][C:14]4[CH:15]=[CH:16][CH:17]=[C:18]2[C:13]3=4)[CH2:9]1)[C:2]1[CH:3]=[CH:4][CH:5]=[CH:6][CH:7]=1, predict the reactants needed to synthesize it. (3) Given the product [Cl:13][C:14]1[CH:19]=[CH:18][C:17]([C:20]2[C:21](=[O:22])[N:4]([CH2:3][CH:2]([F:12])[F:1])[C:5]3[C:6]([N:11]=2)=[CH:7][CH:8]=[CH:9][CH:10]=3)=[CH:16][CH:15]=1, predict the reactants needed to synthesize it. The reactants are: [F:1][CH:2]([F:12])[CH2:3][NH:4][C:5]1[C:6]([NH2:11])=[CH:7][CH:8]=[CH:9][CH:10]=1.[Cl:13][C:14]1[CH:19]=[CH:18][C:17]([C:20](=O)[C:21](O)=[O:22])=[CH:16][CH:15]=1. (4) Given the product [NH2:18][C@@H:10]1[CH2:9][CH:8]=[CH:7][CH2:6][CH2:5][CH2:4][O:3][C:2](=[O:1])[C@@H:13]2[CH2:14][CH2:15][CH2:16][N:12]2[C:11]1=[O:17], predict the reactants needed to synthesize it. The reactants are: [O:1]=[C:2]1[C@@H:13]2[CH2:14][CH2:15][CH2:16][N:12]2[C:11](=[O:17])[C@H:10]([NH:18]C(=O)OC(C)(C)C)[CH2:9][CH:8]=[CH:7][CH2:6][CH2:5][CH2:4][O:3]1.FC(F)(F)C(O)=O. (5) Given the product [Br:1][C:2]1[CH:3]=[CH:4][CH:5]=[C:6]2[C:10]=1[N:9]([CH2:32][O:33][CH3:34])[C:8]([C:11]([O:13][CH2:14][CH3:15])=[O:12])=[C:7]2[CH2:16][CH2:17][CH2:18][O:19][C:20]1[C:29]2[C:24](=[CH:25][CH:26]=[CH:27][CH:28]=2)[CH:23]=[CH:22][CH:21]=1, predict the reactants needed to synthesize it. The reactants are: [Br:1][C:2]1[CH:3]=[CH:4][CH:5]=[C:6]2[C:10]=1[NH:9][C:8]([C:11]([O:13][CH2:14][CH3:15])=[O:12])=[C:7]2[CH2:16][CH2:17][CH2:18][O:19][C:20]1[C:29]2[C:24](=[CH:25][CH:26]=[CH:27][CH:28]=2)[CH:23]=[CH:22][CH:21]=1.[H-].[Na+].[CH3:32][O:33][CH2:34]Cl.